This data is from Reaction yield outcomes from USPTO patents with 853,638 reactions. The task is: Predict the reaction yield, written as a fraction of the theoretical maximum amount of product (1.0 means a 100% yield; for example, 0.34 means a 34% yield). (1) The reactants are [CH2:1]([C:8]1[NH:37][C:11]2[N:12]=[N:13][C:14]([C:16]#[C:17][CH2:18][CH2:19][N:20]3[CH:25]=[CH:24][C:23]([NH:26][C:27](=[O:35])[CH2:28][C:29]4[CH:34]=[CH:33][CH:32]=[CH:31][CH:30]=4)=[CH:22][C:21]3=[O:36])=[CH:15][C:10]=2[CH:9]=1)[C:2]1[CH:7]=[CH:6][CH:5]=[CH:4][CH:3]=1.CO. The catalyst is CC(O)=O.C(Cl)Cl.[Pd]. The product is [CH2:1]([C:8]1[NH:37][C:11]2[N:12]=[N:13][C:14]([CH2:16][CH2:17][CH2:18][CH2:19][N:20]3[CH:25]=[CH:24][C:23]([NH:26][C:27](=[O:35])[CH2:28][C:29]4[CH:34]=[CH:33][CH:32]=[CH:31][CH:30]=4)=[CH:22][C:21]3=[O:36])=[CH:15][C:10]=2[CH:9]=1)[C:2]1[CH:3]=[CH:4][CH:5]=[CH:6][CH:7]=1. The yield is 0.0210. (2) The reactants are C1C(=O)N([I:8])C(=O)C1.[F:9][C:10]1[CH:15]=[C:14]([F:16])[CH:13]=[CH:12][C:11]=1[C:17]1[N:18]=[C:19]2[CH2:24][CH2:23][CH2:22][N:20]2[CH:21]=1. The catalyst is CN(C=O)C. The product is [F:9][C:10]1[CH:15]=[C:14]([F:16])[CH:13]=[CH:12][C:11]=1[C:17]1[N:18]=[C:19]2[CH2:24][CH2:23][CH2:22][N:20]2[C:21]=1[I:8]. The yield is 0.430. (3) The reactants are [F:1][C:2]1[CH:7]=[C:6]([CH3:8])[C:5]([C:9]2[C:20](=[O:21])[N:19]([CH3:22])[C:12]3[N:13]=[C:14](SC)[N:15]=[CH:16][C:11]=3[CH:10]=2)=[CH:4][C:3]=1[NH:23][C:24]([NH:26][C:27]1[O:31][N:30]=[C:29]([CH:32]([CH3:34])[CH3:33])[CH:28]=1)=[O:25].[CH3:35][NH2:36].C1COCC1. No catalyst specified. The product is [F:1][C:2]1[CH:7]=[C:6]([CH3:8])[C:5]([C:9]2[C:20](=[O:21])[N:19]([CH3:22])[C:12]3[N:13]=[C:14]([NH:36][CH3:35])[N:15]=[CH:16][C:11]=3[CH:10]=2)=[CH:4][C:3]=1[NH:23][C:24]([NH:26][C:27]1[O:31][N:30]=[C:29]([CH:32]([CH3:34])[CH3:33])[CH:28]=1)=[O:25]. The yield is 0.210. (4) The reactants are [CH3:1][NH:2][C:3]([C:5]1[CH:10]=[C:9]([CH2:11][NH:12][C:13]2[N:14]=[CH:15][S:16][C:17]=2[C:18]([OH:20])=O)[CH:8]=[CH:7][N:6]=1)=[O:4].[F:21][C:22]1([F:35])[O:27][C:26]2[CH:28]=[CH:29][C:30]([NH2:32])=[CH:31][C:25]=2[O:24][C:23]1([F:34])[F:33].F[P-](F)(F)(F)(F)F.N1(O[P+](N2CCCC2)(N2CCCC2)N2CCCC2)C2C=CC=CC=2N=N1.C(N(CC)CC)C. The catalyst is CN(C=O)C.ClCCl. The product is [CH3:1][NH:2][C:3]([C:5]1[CH:10]=[C:9]([CH2:11][NH:12][C:13]2[N:14]=[CH:15][S:16][C:17]=2[C:18]([NH:32][C:30]2[CH:29]=[CH:28][C:26]3[O:27][C:22]([F:35])([F:21])[C:23]([F:33])([F:34])[O:24][C:25]=3[CH:31]=2)=[O:20])[CH:8]=[CH:7][N:6]=1)=[O:4]. The yield is 0.110.